This data is from Experimentally validated miRNA-target interactions with 360,000+ pairs, plus equal number of negative samples. The task is: Binary Classification. Given a miRNA mature sequence and a target amino acid sequence, predict their likelihood of interaction. (1) The miRNA is mmu-miR-669p-5p with sequence AGUUGUGUGUGCAUGUUCAUGUCU. The protein sequence of the target gene is MAEVKVKVQPPDADPVEIENRIIELCHQFPHGITDQVIQNEMPHIEAQQRAVAINRLLSMGQLDLLRSNTGLLYRIKDSQNAGKMKGSDNQEKLVYQIIEDAGNKGIWSRDIRYKSNLPLTEINKILKNLESKKLIKAVKSVAASKKKVYMLYNLQPDRSVTGGAWYSDQDFESEFVEVLNQQCFKFLQSKAETARESKQNPMIQRNSSFASSHEVWKYICELGISKVELSMEDIETILNTLIYDGKVEMTIIAAKEGTVGSVDGHMKLYRAVNPIIPPTGLVRAPCGLCPVFDDCHEGG.... Result: 0 (no interaction). (2) The miRNA is hsa-miR-6787-3p with sequence UCUCAGCUGCUGCCCUCUCCAG. The protein sequence of the target gene is MVRMNVLADALKSINNAEKRGKRQVLIRPCSKVIVRFLTVMMKHGYIGEFEIIDDHRAGKIVVNLTGRLNKCGVISPRFDVQLKDLEKWQNNLLPSRQFGFIVLTTSAGIMDHEEARRKHTGGKILGFFF. Result: 1 (interaction). (3) The miRNA is hsa-miR-3938 with sequence AAUUCCCUUGUAGAUAACCCGG. The protein sequence of the target gene is MTELQAKDPQVLHTSGASPSPPHIGSPLLARLDSGPFQGSQHSDVSSVVSPIPISLDGLLFPRSCRGPELPDGKTGDQQSLSDVEGAFSGVEATHREGGRNSRAPEKDSRLLDSVLDSLLTPSGTEQSHASPPACEAITSWCLFGPELPEDPRSVPATKGLLSPLMSRPEIKAGDSSGTGAGQKVLPKGLSPPRQLLLPTSGSAHWPGAGVKPSPQPAAGEVEEDSGLETEGSAAPLLKSKPRALEGTGSGGGVAANAASAAPGGVTLVPKEDSRFSAPRVSLEQDSPIAPGRSPLATTV.... Result: 0 (no interaction).